Dataset: NCI-60 drug combinations with 297,098 pairs across 59 cell lines. Task: Regression. Given two drug SMILES strings and cell line genomic features, predict the synergy score measuring deviation from expected non-interaction effect. (1) Drug 1: C1=CC(=CC=C1CC(C(=O)O)N)N(CCCl)CCCl.Cl. Drug 2: C(=O)(N)NO. Cell line: DU-145. Synergy scores: CSS=-3.98, Synergy_ZIP=-0.875, Synergy_Bliss=-2.92, Synergy_Loewe=-6.88, Synergy_HSA=-5.20. (2) Drug 1: C1CC2CC3=C(CC1C24CN(S(=O)(=O)N4)CC(F)(F)F)C=CC(=C3)C=CCN5CCC(CC5)C(F)(F)F. Drug 2: CCC1=CC2CC(C3=C(CN(C2)C1)C4=CC=CC=C4N3)(C5=C(C=C6C(=C5)C78CCN9C7C(C=CC9)(C(C(C8N6C)(C(=O)OC)O)OC(=O)C)CC)OC)C(=O)OC. Cell line: UACC62. Synergy scores: CSS=33.3, Synergy_ZIP=-4.79, Synergy_Bliss=-5.74, Synergy_Loewe=-3.36, Synergy_HSA=-0.514. (3) Cell line: HS 578T. Drug 2: CC12CCC3C(C1CCC2OP(=O)(O)O)CCC4=C3C=CC(=C4)OC(=O)N(CCCl)CCCl.[Na+]. Drug 1: C(=O)(N)NO. Synergy scores: CSS=1.85, Synergy_ZIP=-1.09, Synergy_Bliss=-2.82, Synergy_Loewe=-2.47, Synergy_HSA=-3.97.